The task is: Predict the reactants needed to synthesize the given product.. This data is from Full USPTO retrosynthesis dataset with 1.9M reactions from patents (1976-2016). (1) Given the product [CH3:11][C:10]1[CH2:12][CH:2]2[CH:3]([CH2:8][CH:9]=1)[C:4](=[O:5])[O:6][C:1]2=[O:7], predict the reactants needed to synthesize it. The reactants are: [C:1]1(=[O:7])[O:6][C:4](=[O:5])[CH:3]=[CH:2]1.[CH2:8]=[CH:9][C:10](=[CH2:12])[CH3:11]. (2) Given the product [Cl:13][C:14]1[S:18][C:17]([C:19]2[N:20]=[C:8]([OH:10])[C:3]3[CH2:4][S:5][CH2:6][CH2:7][C:2]=3[N:21]=2)=[CH:16][CH:15]=1, predict the reactants needed to synthesize it. The reactants are: O=[C:2]1[CH2:7][CH2:6][S:5][CH2:4][CH:3]1[C:8]([O:10]C)=O.Cl.[Cl:13][C:14]1[S:18][C:17]([C:19](=[NH:21])[NH2:20])=[CH:16][CH:15]=1.ClC1SC(C2N=C(O)C3CSCC=3N=2)=CC=1. (3) Given the product [NH2:1][C:2]1[N:3]=[C:4]([O:13][CH:14]([CH3:16])[CH3:15])[C:5]2[CH:11]=[C:10]([C:22]3[CH:21]=[CH:20][C:19]([O:18][CH3:17])=[C:24]([O:25][CH3:26])[CH:23]=3)[CH:9]=[N:8][C:6]=2[N:7]=1, predict the reactants needed to synthesize it. The reactants are: [NH2:1][C:2]1[N:3]=[C:4]([O:13][CH:14]([CH3:16])[CH3:15])[C:5]2[CH:11]=[C:10](Br)[CH:9]=[N:8][C:6]=2[N:7]=1.[CH3:17][O:18][C:19]1[CH:20]=[C:21](B(O)O)[CH:22]=[CH:23][C:24]=1[O:25][CH3:26].C([O-])([O-])=O.[Na+].[Na+]. (4) Given the product [C:21]([C:11]1[CH:10]=[C:9]([NH:8][C:3](=[O:5])[CH3:2])[CH:14]=[C:13]([S:15]([F:16])([F:20])([F:17])([F:18])[F:19])[CH:12]=1)(=[O:23])[CH3:22], predict the reactants needed to synthesize it. The reactants are: F[C:2](F)(F)[C:3]([OH:5])=O.[NH2:8][C:9]1[CH:10]=[C:11]([C:21](=[O:23])[CH3:22])[CH:12]=[C:13]([S:15]([F:20])([F:19])([F:18])([F:17])[F:16])[CH:14]=1.C(N(CC)CC)C.C(OC(=O)C)(=O)C. (5) Given the product [CH2:1]([N:3]1[C:15]([CH:34]=[O:35])=[C:14]2[C:5]([C:6](=[O:16])[NH:7][C:8]3[CH:9]=[CH:10][CH:11]=[CH:12][C:13]=32)=[N:4]1)[CH3:2], predict the reactants needed to synthesize it. The reactants are: [CH2:1]([N:3]1[CH:15]=[C:14]2[C:5]([C:6](=[O:16])[NH:7][C:8]3[CH:9]=[CH:10][CH:11]=[CH:12][C:13]=32)=[N:4]1)[CH3:2].CN(CCN(C)C)C.C([Li])CCC.Cl.CN([CH:34]=[O:35])C. (6) The reactants are: [Cl:1][C:2]1[CH:7]=[CH:6][C:5]([Cl:8])=[CH:4][C:3]=1[C@H:9]([N:11]1[C:19](=[O:20])[NH:18][C:17]2[C:12]1=[N:13][C:14]([NH:21][CH2:22][C@@H:23]1[CH2:27][CH2:26][N:25](C(OC(C)(C)C)=O)[CH2:24]1)=[N:15][CH:16]=2)[CH3:10]. Given the product [Cl:1][C:2]1[CH:7]=[CH:6][C:5]([Cl:8])=[CH:4][C:3]=1[C@H:9]([N:11]1[C:19](=[O:20])[NH:18][C:17]2[C:12]1=[N:13][C:14]([NH:21][CH2:22][C@@H:23]1[CH2:27][CH2:26][NH:25][CH2:24]1)=[N:15][CH:16]=2)[CH3:10], predict the reactants needed to synthesize it.